This data is from Full USPTO retrosynthesis dataset with 1.9M reactions from patents (1976-2016). The task is: Predict the reactants needed to synthesize the given product. (1) Given the product [F:1][C:2]1[CH:7]=[CH:6][C:5]([N:8]2[CH2:13][CH2:12][N:11]([CH2:14][CH2:15][CH2:16][N:17]3[C:21]4[C:22](=[N:31][OH:32])[CH2:23][N:24]([CH3:28])[S:25](=[O:27])(=[O:26])[C:20]=4[CH:19]=[CH:18]3)[CH2:10][CH2:9]2)=[CH:4][CH:3]=1, predict the reactants needed to synthesize it. The reactants are: [F:1][C:2]1[CH:7]=[CH:6][C:5]([N:8]2[CH2:13][CH2:12][N:11]([CH2:14][CH2:15][CH2:16][N:17]3[C:21]4[C:22](=O)[CH2:23][N:24]([CH3:28])[S:25](=[O:27])(=[O:26])[C:20]=4[CH:19]=[CH:18]3)[CH2:10][CH2:9]2)=[CH:4][CH:3]=1.Cl.[NH2:31][OH:32]. (2) The reactants are: [NH2:1][C@@H:2]([CH3:5])[CH2:3][OH:4].[CH:6](=O)[C:7]1[CH:12]=[CH:11][CH:10]=[CH:9][CH:8]=1.[BH4-].[Na+].Cl. Given the product [C:7]1([CH2:6][NH:1][C@@H:2]([CH3:5])[CH2:3][OH:4])[CH:12]=[CH:11][CH:10]=[CH:9][CH:8]=1, predict the reactants needed to synthesize it. (3) The reactants are: [NH2:1][CH:2]([C:6]1[N:7]([CH2:17][C:18]2[CH:23]=[CH:22][CH:21]=[CH:20][CH:19]=2)[C:8](=[O:16])[C:9]2[C:14]([CH3:15])=[N:13][S:12][C:10]=2[N:11]=1)[CH:3]([CH3:5])[CH3:4].[C:24]([O:28][C:29](=[O:35])[NH:30][CH2:31][CH2:32][CH:33]=O)([CH3:27])([CH3:26])[CH3:25].C(O)(=O)C.C(O[BH-](OC(=O)C)OC(=O)C)(=O)C.[Na+]. Given the product [C:24]([O:28][C:29](=[O:35])[NH:30][CH2:31][CH2:32][CH2:33][NH:1][CH:2]([C:6]1[N:7]([CH2:17][C:18]2[CH:19]=[CH:20][CH:21]=[CH:22][CH:23]=2)[C:8](=[O:16])[C:9]2[C:14]([CH3:15])=[N:13][S:12][C:10]=2[N:11]=1)[CH:3]([CH3:5])[CH3:4])([CH3:27])([CH3:26])[CH3:25], predict the reactants needed to synthesize it. (4) The reactants are: [CH3:1][C:2]([CH3:31])([CH3:30])[CH:3]([C:20]1[CH:29]=[CH:28][C:23]([C:24]([NH:26][NH2:27])=[O:25])=[CH:22][CH:21]=1)[C:4]1[CH:9]=[CH:8][C:7]([O:10][CH:11]([C:14]2[CH:19]=[CH:18][CH:17]=[CH:16][N:15]=2)[CH2:12][CH3:13])=[CH:6][CH:5]=1.C(=O)(O)[O-].[Na+].[N:37]#[C:38]Br.C(=O)(O)[O-].[Na+].[Cl-].[Na+].O. Given the product [CH3:31][C:2]([CH3:30])([CH3:1])[CH:3]([C:20]1[CH:21]=[CH:22][C:23]([C:24]2[O:25][C:38]([NH2:37])=[N:27][N:26]=2)=[CH:28][CH:29]=1)[C:4]1[CH:5]=[CH:6][C:7]([O:10][CH:11]([C:14]2[CH:19]=[CH:18][CH:17]=[CH:16][N:15]=2)[CH2:12][CH3:13])=[CH:8][CH:9]=1, predict the reactants needed to synthesize it. (5) Given the product [C:1]([O:5][C:6]([N:8]1[CH2:14][CH2:13][CH:12]=[C:11]([C:16]2[C:21]([CH3:22])=[CH:20][C:19]([Br:23])=[CH:18][N:17]=2)[CH2:10][CH2:9]1)=[O:7])([CH3:4])([CH3:3])[CH3:2], predict the reactants needed to synthesize it. The reactants are: [C:1]([O:5][C:6]([N:8]1[CH2:14][CH2:13][CH2:12][C:11]([C:16]2[C:21]([CH3:22])=[CH:20][C:19]([Br:23])=[CH:18][N:17]=2)(O)[CH2:10][CH2:9]1)=[O:7])([CH3:4])([CH3:3])[CH3:2].S(Cl)(Cl)=O.O.C(=O)(O)[O-].[Na+]. (6) Given the product [Cl:21][C:22]1[CH:23]=[CH:24][C:25]([O:32][CH2:2][C:3]([N:5]2[CH2:10][C@H:9]([CH3:11])[N:8]([CH2:12][C:13]3[CH:18]=[CH:17][C:16]([F:19])=[CH:15][CH:14]=3)[CH2:7][C@H:6]2[CH3:20])=[O:4])=[C:26]([S:28]([NH2:31])(=[O:30])=[O:29])[CH:27]=1, predict the reactants needed to synthesize it. The reactants are: Cl[CH2:2][C:3]([N:5]1[CH2:10][C@H:9]([CH3:11])[N:8]([CH2:12][C:13]2[CH:18]=[CH:17][C:16]([F:19])=[CH:15][CH:14]=2)[CH2:7][C@H:6]1[CH3:20])=[O:4].[Cl:21][C:22]1[CH:23]=[CH:24][C:25]([OH:32])=[C:26]([S:28]([NH2:31])(=[O:30])=[O:29])[CH:27]=1.C(=O)([O-])[O-].[K+].[K+].[I-].[K+].